The task is: Regression. Given a peptide amino acid sequence and an MHC pseudo amino acid sequence, predict their binding affinity value. This is MHC class II binding data.. This data is from Peptide-MHC class II binding affinity with 134,281 pairs from IEDB. (1) The peptide sequence is VDSIGMLPRFTP. The MHC is DRB1_0404 with pseudo-sequence DRB1_0404. The binding affinity (normalized) is 0. (2) The peptide sequence is GMFTNRSGSQ. The MHC is HLA-DQA10103-DQB10603 with pseudo-sequence HLA-DQA10103-DQB10603. The binding affinity (normalized) is 0.0499. (3) The peptide sequence is AAATAGCTVYGAFAA. The binding affinity (normalized) is 0.0792. The MHC is HLA-DPA10103-DPB10601 with pseudo-sequence HLA-DPA10103-DPB10601. (4) The peptide sequence is SQDILLAPLLSAGIF. The MHC is DRB1_0101 with pseudo-sequence DRB1_0101. The binding affinity (normalized) is 0.970. (5) The peptide sequence is DHSSEFCDMLKLFEF. The MHC is DRB1_0101 with pseudo-sequence DRB1_0101. The binding affinity (normalized) is 0.759. (6) The peptide sequence is KFPELGMNPSHCNEM. The MHC is HLA-DQA10104-DQB10503 with pseudo-sequence HLA-DQA10104-DQB10503. The binding affinity (normalized) is 0. (7) The binding affinity (normalized) is 0.194. The peptide sequence is GTKTEAEDVIPEGWK. The MHC is HLA-DQA10101-DQB10501 with pseudo-sequence HLA-DQA10101-DQB10501. (8) The peptide sequence is INEPTAAAIASGLDR. The MHC is HLA-DQA10102-DQB10602 with pseudo-sequence HLA-DQA10102-DQB10602. The binding affinity (normalized) is 0.562. (9) The peptide sequence is DTFRKLFRVYSNFLR. The MHC is DRB1_0401 with pseudo-sequence DRB1_0401. The binding affinity (normalized) is 0.607.